Dataset: Full USPTO retrosynthesis dataset with 1.9M reactions from patents (1976-2016). Task: Predict the reactants needed to synthesize the given product. Given the product [F:17][C:18]1[CH:23]=[CH:22][CH:21]=[C:20]([F:24])[C:19]=1[CH:25]=[CH:26][CH:27]=[CH:9][C:10]([O:12][CH2:13][CH3:14])=[O:11], predict the reactants needed to synthesize it. The reactants are: C(OP([CH2:9][C:10]([O:12][CH2:13][CH3:14])=[O:11])(OCC)=O)C.[H-].[Na+].[F:17][C:18]1[CH:23]=[CH:22][CH:21]=[C:20]([F:24])[C:19]=1[CH:25]=[CH:26][CH:27]=O.